Dataset: Catalyst prediction with 721,799 reactions and 888 catalyst types from USPTO. Task: Predict which catalyst facilitates the given reaction. (1) Reactant: [Br:1][C:2]1[N:6]([S:7]([C:10]2[CH:15]=[CH:14][CH:13]=[CH:12][CH:11]=2)(=[O:9])=[O:8])[CH:5]=[C:4]([CH2:16][NH:17][CH3:18])[CH:3]=1.[C:19](=[O:22])([O-])[OH:20].[Na+]. Product: [C:4]([O:20][C:19](=[O:22])[N:17]([CH2:16][C:4]1[CH:3]=[C:2]([Br:1])[N:6]([S:7]([C:10]2[CH:15]=[CH:14][CH:13]=[CH:12][CH:11]=2)(=[O:9])=[O:8])[CH:5]=1)[CH3:18])([CH3:16])([CH3:5])[CH3:3]. The catalyst class is: 13. (2) Product: [CH3:10][O:9][C:7]1[CH:8]=[C:3]([O:2][CH3:1])[N:4]=[C:5]([N:11]2[C:16](=[O:17])[C:15]3[CH:18]=[C:19]([CH2:21][CH3:22])[S:20][C:14]=3[N:13]([CH2:25][C:26]3[CH:31]=[CH:30][C:29]([C:32]4[CH:37]=[CH:36][CH:35]=[CH:34][C:33]=4[C:38]4[NH:42][C:41](=[O:48])[O:40][N:39]=4)=[CH:28][CH:27]=3)[C:12]2=[O:23])[N:6]=1. The catalyst class is: 13. Reactant: [CH3:1][O:2][C:3]1[CH:8]=[C:7]([O:9][CH3:10])[N:6]=[C:5]([N:11]2[C:16](=[O:17])[C:15]3[CH:18]=[C:19]([CH2:21][CH3:22])[S:20][C:14]=3[NH:13][C:12]2=[O:23])[N:4]=1.Br[CH2:25][C:26]1[CH:31]=[CH:30][C:29]([C:32]2[CH:37]=[CH:36][CH:35]=[CH:34][C:33]=2[C:38]2[N:42]=[C:41](C(Cl)(Cl)Cl)[O:40][N:39]=2)=[CH:28][CH:27]=1.C(=O)([O-])[O-:48].[K+].[K+].CN(C)C=O.